This data is from Full USPTO retrosynthesis dataset with 1.9M reactions from patents (1976-2016). The task is: Predict the reactants needed to synthesize the given product. (1) The reactants are: [CH2:1]([O:4][C:5]1[CH:6]=[C:7]([OH:12])[CH:8]=[CH:9][C:10]=1[Br:11])[CH:2]=[CH2:3].[C:13]([O-:16])([O-])=O.[K+].[K+]. Given the product [CH2:1]([O:4][C:5]1[CH:6]=[C:7]([CH:8]=[CH:9][C:10]=1[Br:11])[O:12][C:5]1[CH:6]=[CH:7][C:8]([CH:13]=[O:16])=[CH:9][CH:10]=1)[CH:2]=[CH2:3], predict the reactants needed to synthesize it. (2) Given the product [NH2:23][C:5]1[N:10]=[C:9](/[CH:11]=[C:12]2/[C:13](=[O:18])[NH:14][C:15](=[O:17])[S:16]/2)[CH:8]=[CH:7][N:6]=1, predict the reactants needed to synthesize it. The reactants are: CS([C:5]1[N:10]=[C:9](/[CH:11]=[C:12]2/[C:13](=[O:18])[NH:14][C:15](=[O:17])[S:16]/2)[CH:8]=[CH:7][N:6]=1)(=O)=O.C([O-])(=O)C.[NH4+:23]. (3) Given the product [CH2:1]([O:3][C:4]([C@H:6]1[CH2:11][CH2:10][C@H:9]([C:12]2[S:13][C:14]([CH3:22])=[C:15]([CH3:17])[N:16]=2)[CH2:8][CH2:7]1)=[O:5])[CH3:2], predict the reactants needed to synthesize it. The reactants are: [CH2:1]([O:3][C:4]([C@H:6]1[CH2:11][CH2:10][C@H:9]([C:12]2[S:13][C:14](Br)=[C:15]([CH3:17])[N:16]=2)[CH2:8][CH2:7]1)=[O:5])[CH3:2].[Cl-].C[Zn+].[CH3:22]N1CCN(C)C1=O. (4) Given the product [Cl:1][C:2]1[CH:9]=[C:8]([N:10]([CH2:16][C:17]2[CH:22]=[C:21]([F:23])[CH:20]=[CH:19][C:18]=2[Cl:24])[C@H:11]2[CH2:15][CH2:14][N:13]([S:32]([CH2:31][C:25]3[CH:30]=[CH:29][CH:28]=[CH:27][CH:26]=3)(=[O:34])=[O:33])[CH2:12]2)[CH:7]=[CH:6][C:3]=1[C:4]#[N:5], predict the reactants needed to synthesize it. The reactants are: [Cl:1][C:2]1[CH:9]=[C:8]([N:10]([CH2:16][C:17]2[CH:22]=[C:21]([F:23])[CH:20]=[CH:19][C:18]=2[Cl:24])[C@H:11]2[CH2:15][CH2:14][NH:13][CH2:12]2)[CH:7]=[CH:6][C:3]=1[C:4]#[N:5].[C:25]1([CH2:31][S:32](Cl)(=[O:34])=[O:33])[CH:30]=[CH:29][CH:28]=[CH:27][CH:26]=1.CCN(C(C)C)C(C)C. (5) Given the product [C:33]([N:8]([CH2:9][C:10]1[CH:11]=[CH:12][C:13]([CH2:16][C:17]([O:19][CH3:20])=[O:18])=[CH:14][CH:15]=1)[CH2:7][C:2]1[CH:3]=[CH:4][CH:5]=[CH:6][N:1]=1)([O:32][C:28]([CH3:31])([CH3:30])[CH3:29])=[O:34], predict the reactants needed to synthesize it. The reactants are: [N:1]1[CH:6]=[CH:5][CH:4]=[CH:3][C:2]=1[CH2:7][NH:8][CH2:9][C:10]1[CH:15]=[CH:14][C:13]([CH2:16][C:17]([O:19][CH3:20])=[O:18])=[CH:12][CH:11]=1.C(N(CC)CC)C.[C:28]([O:32][C:33](O[C:33]([O:32][C:28]([CH3:31])([CH3:30])[CH3:29])=[O:34])=[O:34])([CH3:31])([CH3:30])[CH3:29]. (6) Given the product [CH3:5]/[C:42](/[CH2:43][CH2:44][CH:55]=[CH2:59])=[CH:47]/[C:46]([O:9][C@@H:10]1[CH2:15][C@@H:14]([CH2:16][CH2:17][C:18]2[CH:19]=[CH:20][CH:21]=[CH:22][CH:23]=2)[O:13][C@@:12]([O:24][CH3:25])([C@@H:26]2[CH2:30][S:29][C:28](=[O:31])[N:27]2[CH2:32][C:33]2[CH:38]=[CH:37][C:36]([O:39][CH3:40])=[CH:35][CH:34]=2)[CH2:11]1)=[O:45], predict the reactants needed to synthesize it. The reactants are: [O-]S([C:5](F)(F)F)(=O)=O.[OH:9][C@H:10]1[CH2:15][C@@H:14]([CH2:16][CH2:17][C:18]2[CH:23]=[CH:22][CH:21]=[CH:20][CH:19]=2)[O:13][C@:12]([C@@H:26]2[CH2:30][S:29][C:28](=[O:31])[N:27]2[CH2:32][C:33]2[CH:38]=[CH:37][C:36]([O:39][CH3:40])=[CH:35][CH:34]=2)([O:24][CH3:25])[CH2:11]1.O[C@H:42]1[CH2:47][C@@H:46](CCCC=C)[O:45][C@:44]([C@@H:55]2[CH2:59]SC(=O)N2CC2C=CC(OC)=CC=2)(OC)[CH2:43]1. (7) Given the product [CH3:19][O:18][C:14]1[S:13][C:12]2=[N:11][C:10]([C:8]3[O:9][C:5]4[CH:4]=[C:3]([O:2][CH3:1])[CH:21]=[C:20]([O:22][CH2:48][C:46]5[CH:45]=[CH:44][N:43]=[C:42]([C:36]6[CH:37]=[CH:38][CH:39]=[CH:40][CH:41]=6)[N:47]=5)[C:6]=4[CH:7]=3)=[CH:17][N:16]2[N:15]=1, predict the reactants needed to synthesize it. The reactants are: [CH3:1][O:2][C:3]1[CH:4]=[C:5]2[O:9][C:8]([C:10]3[N:11]=[C:12]4[N:16]([CH:17]=3)[N:15]=[C:14]([O:18][CH3:19])[S:13]4)=[CH:7][C:6]2=[C:20]([OH:22])[CH:21]=1.C(P(CCCC)CCCC)CCC.[C:36]1([C:42]2[N:47]=[C:46]([CH2:48]O)[CH:45]=[CH:44][N:43]=2)[CH:41]=[CH:40][CH:39]=[CH:38][CH:37]=1.N(C(N1CCCCC1)=O)=NC(N1CCCCC1)=O. (8) Given the product [Cl:12][C:9]1[CH:10]=[N:11][C:2]([O:20][C:16]2[CH:17]=[CH:18][CH:19]=[C:14]([F:13])[CH:15]=2)=[C:3]([CH:8]=1)[C:4]([O:6][CH3:7])=[O:5], predict the reactants needed to synthesize it. The reactants are: Cl[C:2]1[N:11]=[CH:10][C:9]([Cl:12])=[CH:8][C:3]=1[C:4]([O:6][CH3:7])=[O:5].[F:13][C:14]1[CH:15]=[C:16]([OH:20])[CH:17]=[CH:18][CH:19]=1.C(=O)([O-])[O-].[K+].[K+]. (9) Given the product [CH2:1]([C:11]1[CH:20]=[C:19]2[C:14]([C:15]([C:21]3[C:22]([C:30]4[CH:35]=[CH:34][CH:33]=[C:32]([CH3:36])[N:31]=4)=[N:23][N:24]4[CH:29]=[CH:28][CH:27]=[CH:26][C:25]=34)=[CH:16][CH:17]=[N:18]2)=[CH:13][CH:12]=1)[C:2]1[CH:7]=[CH:6][CH:5]=[CH:4][CH:3]=1, predict the reactants needed to synthesize it. The reactants are: [CH2:1]([Mg]Cl)[C:2]1[CH:7]=[CH:6][CH:5]=[CH:4][CH:3]=1.Br[C:11]1[CH:20]=[C:19]2[C:14]([C:15]([C:21]3[C:22]([C:30]4[CH:35]=[CH:34][CH:33]=[C:32]([CH3:36])[N:31]=4)=[N:23][N:24]4[CH:29]=[CH:28][CH:27]=[CH:26][C:25]=34)=[CH:16][CH:17]=[N:18]2)=[CH:13][CH:12]=1. (10) The reactants are: [Br:1][C:2]1[CH:3]=[N:4][C:5]2[N:6]([N:8]=[C:9]([C:11]([OH:13])=O)[CH:10]=2)[CH:7]=1.[N:14]1[CH:19]=[CH:18][C:17]([C:20]2[N:24]3[CH2:25][CH2:26][NH:27][CH2:28][C:23]3=[N:22][N:21]=2)=[CH:16][CH:15]=1. Given the product [Br:1][C:2]1[CH:3]=[N:4][C:5]2[N:6]([N:8]=[C:9]([C:11]([N:27]3[CH2:26][CH2:25][N:24]4[C:20]([C:17]5[CH:18]=[CH:19][N:14]=[CH:15][CH:16]=5)=[N:21][N:22]=[C:23]4[CH2:28]3)=[O:13])[CH:10]=2)[CH:7]=1, predict the reactants needed to synthesize it.